Predict the reaction yield, written as a fraction of the theoretical maximum amount of product (1.0 means a 100% yield; for example, 0.34 means a 34% yield). From a dataset of Reaction yield outcomes from USPTO patents with 853,638 reactions. (1) The reactants are [C:1]([Si:5]([CH3:30])([CH3:29])[O:6][C@H:7]1[CH2:15][CH2:14][CH2:13][C@@:12]2([CH3:16])[C@H:8]1[CH2:9][CH2:10][C@@H:11]2[C:17](=[CH2:28])[CH2:18][CH2:19][O:20][Si:21]([C:24]([CH3:27])([CH3:26])[CH3:25])([CH3:23])[CH3:22])([CH3:4])([CH3:3])[CH3:2].[N+](=[CH:33][C:34]([O:36][CH2:37][CH3:38])=[O:35])=[N-]. The catalyst is ClCCl. The product is [CH2:37]([O:36][C:34]([CH:33]1[CH2:28][C:17]1([CH2:18][CH2:19][O:20][Si:21]([C:24]([CH3:25])([CH3:27])[CH3:26])([CH3:22])[CH3:23])[C@@H:11]1[C@:12]2([CH3:16])[C@H:8]([C@@H:7]([O:6][Si:5]([C:1]([CH3:4])([CH3:2])[CH3:3])([CH3:29])[CH3:30])[CH2:15][CH2:14][CH2:13]2)[CH2:9][CH2:10]1)=[O:35])[CH3:38]. The yield is 0.710. (2) The reactants are [Cl:1][C:2]1[CH:3]=[C:4]([CH:15]=[CH:16][CH:17]=1)[O:5][C:6]1[CH:7]=[C:8]2[C:12](=[CH:13][CH:14]=1)[NH:11][N:10]=[CH:9]2.[OH-].[K+].[I:20]I. The product is [Cl:1][C:2]1[CH:3]=[C:4]([CH:15]=[CH:16][CH:17]=1)[O:5][C:6]1[CH:7]=[C:8]2[C:12](=[CH:13][CH:14]=1)[NH:11][N:10]=[C:9]2[I:20]. The catalyst is CN(C=O)C. The yield is 0.840. (3) The yield is 0.850. The product is [CH2:1]([NH:3][C:4](=[O:24])[NH:5][C:6]1[CH:16]=[C:15]([NH:17][C:18]2[CH:19]=[CH:20][CH:21]=[CH:22][CH:23]=2)[C:9]([C:10]([OH:12])=[O:11])=[CH:8][N:7]=1)[CH3:2]. The reactants are [CH2:1]([NH:3][C:4](=[O:24])[NH:5][C:6]1[CH:16]=[C:15]([NH:17][C:18]2[CH:23]=[CH:22][CH:21]=[CH:20][CH:19]=2)[C:9]([C:10]([O:12]CC)=[O:11])=[CH:8][N:7]=1)[CH3:2].[OH-].[Na+]. The catalyst is CO.O. (4) The reactants are C(O[C:4]([CH3:13])=[CH:5][C:6](=O)[C:7]([O:9][CH2:10][CH3:11])=[O:8])C.[C:14]([CH2:16][C:17]([NH2:19])=[O:18])#[N:15].C(=O)([O-])[O-].[K+].[K+].Cl. The catalyst is CC(C)=O. The product is [C:14]([C:16]1[C:17](=[O:18])[NH:19][C:6]([C:7]([O:9][CH2:10][CH3:11])=[O:8])=[CH:5][C:4]=1[CH3:13])#[N:15]. The yield is 0.657. (5) The reactants are C(N(C(C)C)C(C)C)C.[F:10][C:11]1[CH:16]=[CH:15][CH:14]=[CH:13][C:12]=1[N:17]1[C:25]2[C:20](=[C:21]([N:26]3[CH2:33][CH:32]4[CH:28]([CH2:29][NH:30][CH2:31]4)[C:27]3=[O:34])[CH:22]=[CH:23][CH:24]=2)[CH:19]=[N:18]1.[CH3:35][C:36]1[O:40][N:39]=[C:38]([C:41](Cl)=[O:42])[CH:37]=1. The catalyst is C(Cl)Cl. The product is [F:10][C:11]1[CH:16]=[CH:15][CH:14]=[CH:13][C:12]=1[N:17]1[C:25]2[C:20](=[C:21]([N:26]3[CH2:33][C@@H:32]4[C@H:28]([CH2:29][N:30]([C:41]([C:38]5[CH:37]=[C:36]([CH3:35])[O:40][N:39]=5)=[O:42])[CH2:31]4)[C:27]3=[O:34])[CH:22]=[CH:23][CH:24]=2)[CH:19]=[N:18]1. The yield is 0.700.